This data is from Catalyst prediction with 721,799 reactions and 888 catalyst types from USPTO. The task is: Predict which catalyst facilitates the given reaction. (1) Reactant: [O:1]=[C:2]1[N:7]2[CH:8]=[CH:9][C:10]([C:12]([OH:14])=O)=[CH:11][C:6]2=[N:5][C:4]2[CH2:15][CH2:16][CH2:17][CH2:18][CH2:19][CH2:20][C:3]1=2.CCN=C=NCCCN(C)C.Cl.[CH3:33][C:34]1[S:38][C:37]([NH2:39])=[N:36][CH:35]=1.Cl. Product: [CH3:33][C:34]1[S:38][C:37]([NH:39][C:12]([C:10]2[CH:9]=[CH:8][N:7]3[C:2](=[O:1])[C:3]4[CH2:20][CH2:19][CH2:18][CH2:17][CH2:16][CH2:15][C:4]=4[N:5]=[C:6]3[CH:11]=2)=[O:14])=[N:36][CH:35]=1. The catalyst class is: 2. (2) Reactant: [NH:1]1[CH2:6][CH2:5][CH2:4][CH:3]([CH2:7][OH:8])[CH2:2]1.[CH2:9]=[C:10]1[O:14][C:12](=[O:13])[CH2:11]1. Product: [OH:8][CH2:7][CH:3]1[CH2:4][CH2:5][CH2:6][N:1]([C:12](=[O:13])[CH2:11][C:10](=[O:14])[CH3:9])[CH2:2]1. The catalyst class is: 7.